Dataset: Reaction yield outcomes from USPTO patents with 853,638 reactions. Task: Predict the reaction yield, written as a fraction of the theoretical maximum amount of product (1.0 means a 100% yield; for example, 0.34 means a 34% yield). (1) The reactants are [CH3:1][O:2][C:3](=[O:18])[C:4]1[CH:9]=[CH:8][C:7]([C:10]2[CH:11]=[N:12][C:13]([NH2:17])=[C:14]([OH:16])[CH:15]=2)=[CH:6][CH:5]=1.C(N(CC)C(C)C)(C)C.[CH3:28][C:29]1[CH:34]=[CH:33][C:32]([S:35](Cl)(=[O:37])=[O:36])=[CH:31][CH:30]=1. The catalyst is C(Cl)Cl.CN(C1C=CN=CC=1)C. The product is [CH3:1][O:2][C:3](=[O:18])[C:4]1[CH:5]=[CH:6][C:7]([C:10]2[CH:11]=[N:12][C:13]([NH2:17])=[C:14]([O:16][S:35]([C:32]3[CH:33]=[CH:34][C:29]([CH3:28])=[CH:30][CH:31]=3)(=[O:37])=[O:36])[CH:15]=2)=[CH:8][CH:9]=1. The yield is 0.880. (2) The reactants are [CH2:1]([O:3][C:4](=[O:24])[CH:5]=[C:6]([C:13]1[CH:21]=[CH:20][CH:19]=[C:18]2[C:14]=1[C:15]([C:22]#[N:23])=[CH:16][NH:17]2)[C:7]1[CH:12]=[CH:11][CH:10]=[CH:9][CH:8]=1)[CH3:2].CCOC(C)=O. The catalyst is CCO.[Pd]. The product is [CH2:1]([O:3][C:4](=[O:24])[CH2:5][CH:6]([C:13]1[CH:21]=[CH:20][CH:19]=[C:18]2[C:14]=1[C:15]([C:22]#[N:23])=[CH:16][NH:17]2)[C:7]1[CH:8]=[CH:9][CH:10]=[CH:11][CH:12]=1)[CH3:2]. The yield is 1.00. (3) The reactants are [CH2:1]([N:8]1[CH:16]=[C:15]2[C:10]([CH:11]=[C:12]([C:17]3[CH:18]=[C:19]([C:27]4[CH:32]=[CH:31][C:30]([CH2:33]Br)=[CH:29][CH:28]=4)[N:20]4[C:25]=3[C:24]([NH2:26])=[N:23][CH:22]=[N:21]4)[CH:13]=[CH:14]2)=[N:9]1)[C:2]1[CH:7]=[CH:6][CH:5]=[CH:4][CH:3]=1.[NH:35]1[CH2:40][CH2:39][S:38][CH2:37][CH2:36]1. No catalyst specified. The product is [CH2:1]([N:8]1[CH:16]=[C:15]2[C:10]([CH:11]=[C:12]([C:17]3[CH:18]=[C:19]([C:27]4[CH:32]=[CH:31][C:30]([CH2:33][N:35]5[CH2:40][CH2:39][S:38][CH2:37][CH2:36]5)=[CH:29][CH:28]=4)[N:20]4[C:25]=3[C:24]([NH2:26])=[N:23][CH:22]=[N:21]4)[CH:13]=[CH:14]2)=[N:9]1)[C:2]1[CH:7]=[CH:6][CH:5]=[CH:4][CH:3]=1. The yield is 0.0600.